This data is from Forward reaction prediction with 1.9M reactions from USPTO patents (1976-2016). The task is: Predict the product of the given reaction. Given the reactants [Cl-].[CH3:2][O:3][CH2:4][P+](C1C=CC=CC=1)(C1C=CC=CC=1)C1C=CC=CC=1.CC([O-])(C)C.[K+].[Br:30][C:31]1[CH:38]=[C:37]([F:39])[C:34]([CH:35]=O)=[C:33]([F:40])[CH:32]=1, predict the reaction product. The product is: [CH3:2][O:3][CH:4]=[CH:35][C:34]1[C:37]([F:39])=[CH:38][C:31]([Br:30])=[CH:32][C:33]=1[F:40].